This data is from Peptide-MHC class I binding affinity with 185,985 pairs from IEDB/IMGT. The task is: Regression. Given a peptide amino acid sequence and an MHC pseudo amino acid sequence, predict their binding affinity value. This is MHC class I binding data. (1) The binding affinity (normalized) is 0. The MHC is HLA-A03:01 with pseudo-sequence HLA-A03:01. The peptide sequence is VLEWRFDSRL. (2) The peptide sequence is DTHYTVEFDR. The MHC is HLA-A31:01 with pseudo-sequence HLA-A31:01. The binding affinity (normalized) is 0.181. (3) The peptide sequence is VMTDGPANK. The MHC is HLA-B18:01 with pseudo-sequence HLA-B18:01. The binding affinity (normalized) is 0.0847. (4) The peptide sequence is REPVNATED. The MHC is HLA-A02:01 with pseudo-sequence HLA-A02:01. The binding affinity (normalized) is 0. (5) The peptide sequence is KQNMRIRSK. The MHC is HLA-A26:01 with pseudo-sequence HLA-A26:01. The binding affinity (normalized) is 0.0847.